Dataset: Forward reaction prediction with 1.9M reactions from USPTO patents (1976-2016). Task: Predict the product of the given reaction. (1) Given the reactants [CH3:1][C:2]1[CH:3]=[C:4]([CH:22]=[CH:23][C:24]=1[C:25]([N:27]1[CH2:31][CH2:30][CH2:29][CH2:28]1)=[O:26])[C:5]([NH:7][C@H:8]([C:10]1[NH:14][C:13]2[CH:15]=[CH:16][C:17]([N+:19]([O-])=O)=[CH:18][C:12]=2[N:11]=1)[CH3:9])=[O:6].[H][H], predict the reaction product. The product is: [CH3:1][C:2]1[CH:3]=[C:4]([CH:22]=[CH:23][C:24]=1[C:25]([N:27]1[CH2:31][CH2:30][CH2:29][CH2:28]1)=[O:26])[C:5]([NH:7][C@H:8]([C:10]1[NH:14][C:13]2[CH:15]=[CH:16][C:17]([NH2:19])=[CH:18][C:12]=2[N:11]=1)[CH3:9])=[O:6]. (2) Given the reactants [H-].[Na+].CC(C)([O-])C.[K+].[C:9](=[O:14])([O:12][CH3:13])OC.[C:15]1(=[O:26])[C:20]2([CH2:25][CH2:24][CH2:23][CH2:22][CH2:21]2)[CH2:19][CH2:18][CH2:17][CH2:16]1, predict the reaction product. The product is: [CH3:13][O:12][C:9]([CH:16]1[CH2:17][CH2:18][CH2:19][C:20]2([CH2:21][CH2:22][CH2:23][CH2:24][CH2:25]2)[C:15]1=[O:26])=[O:14]. (3) Given the reactants [C:1]([N:4]([O:42][CH2:43][C:44]1[CH:49]=[CH:48][CH:47]=[CH:46][CH:45]=1)[C:5]1([CH2:37][CH2:38][CH:39]([CH3:41])[CH3:40])[C:14]2[C:9](=[CH:10][CH:11]=[CH:12][CH:13]=2)[C:8]([OH:15])=[C:7]([C:16]2[NH:21][C:20]3[CH:22]=[CH:23][C:24]([N:26]([S:30]([CH3:33])(=[O:32])=[O:31])C(=O)C)=[CH:25][C:19]=3[S:18](=[O:35])(=[O:34])[N:17]=2)[C:6]1=[O:36])(=[O:3])[CH3:2], predict the reaction product. The product is: [CH2:43]([O:42][N:4]([C:5]1([CH2:37][CH2:38][CH:39]([CH3:41])[CH3:40])[C:14]2[C:9](=[CH:10][CH:11]=[CH:12][CH:13]=2)[C:8]([OH:15])=[C:7]([C:16]2[NH:21][C:20]3[CH:22]=[CH:23][C:24]([NH:26][S:30]([CH3:33])(=[O:32])=[O:31])=[CH:25][C:19]=3[S:18](=[O:34])(=[O:35])[N:17]=2)[C:6]1=[O:36])[C:1](=[O:3])[CH3:2])[C:44]1[CH:45]=[CH:46][CH:47]=[CH:48][CH:49]=1.